This data is from Full USPTO retrosynthesis dataset with 1.9M reactions from patents (1976-2016). The task is: Predict the reactants needed to synthesize the given product. Given the product [Br:1][C:2]1[C:3]([O:24][CH3:25])=[C:4]([C:9]([CH2:12][S:13]([C:16]2[CH:21]=[CH:20][C:19]([F:22])=[CH:18][C:17]=2/[CH:31]=[CH:32]\[CH2:33][OH:34])(=[O:15])=[O:14])=[CH:10][CH:11]=1)[C:5]([O:7][CH3:8])=[O:6], predict the reactants needed to synthesize it. The reactants are: [Br:1][C:2]1[C:3]([O:24][CH3:25])=[C:4]([C:9]([CH2:12][S:13]([C:16]2[CH:21]=[CH:20][C:19]([F:22])=[CH:18][C:17]=2Br)(=[O:15])=[O:14])=[CH:10][CH:11]=1)[C:5]([O:7][CH3:8])=[O:6].C([Sn](CCCC)(CCCC)/[CH:31]=[CH:32]\[CH2:33][OH:34])CCC.